This data is from Full USPTO retrosynthesis dataset with 1.9M reactions from patents (1976-2016). The task is: Predict the reactants needed to synthesize the given product. Given the product [CH3:1][S:2]([C:5]1[CH:6]=[CH:7][C:8]([O:14][CH2:15][C:16]([F:19])([F:18])[F:17])=[C:9]([CH:13]=1)[C:10]([N:23]1[CH2:24][CH2:25][N:20]([C:26]2[S:27][C:28]([C:31]#[N:32])=[CH:29][N:30]=2)[CH2:21][CH2:22]1)=[O:12])(=[O:3])=[O:4], predict the reactants needed to synthesize it. The reactants are: [CH3:1][S:2]([C:5]1[CH:6]=[CH:7][C:8]([O:14][CH2:15][C:16]([F:19])([F:18])[F:17])=[C:9]([CH:13]=1)[C:10]([OH:12])=O)(=[O:4])=[O:3].[N:20]1([C:26]2[S:27][C:28]([C:31]#[N:32])=[CH:29][N:30]=2)[CH2:25][CH2:24][NH:23][CH2:22][CH2:21]1.